Dataset: Full USPTO retrosynthesis dataset with 1.9M reactions from patents (1976-2016). Task: Predict the reactants needed to synthesize the given product. The reactants are: [OH-].[Na+].[CH2:3]([C:7]1[CH:12]=[CH:11][C:10]([C:13]2[N:17]=[C:16]([C:18]3[CH:34]=[CH:33][C:21]([CH2:22][NH:23][C@@H:24]4[CH2:27][C@H:26]([C:28]([O:30]CC)=[O:29])[CH2:25]4)=[CH:20][CH:19]=3)[O:15][N:14]=2)=[CH:9][CH:8]=1)[CH:4]([CH3:6])[CH3:5].[ClH:35]. Given the product [ClH:35].[CH2:3]([C:7]1[CH:8]=[CH:9][C:10]([C:13]2[N:17]=[C:16]([C:18]3[CH:34]=[CH:33][C:21]([CH2:22][NH:23][C@@H:24]4[CH2:27][C@H:26]([C:28]([OH:30])=[O:29])[CH2:25]4)=[CH:20][CH:19]=3)[O:15][N:14]=2)=[CH:11][CH:12]=1)[CH:4]([CH3:6])[CH3:5], predict the reactants needed to synthesize it.